Dataset: Full USPTO retrosynthesis dataset with 1.9M reactions from patents (1976-2016). Task: Predict the reactants needed to synthesize the given product. (1) Given the product [CH3:22][NH:23][C:2]1[N:11]=[C:10]([N:12]([C:14]2[CH:15]=[N:16][C:17]([O:20][CH3:21])=[CH:18][CH:19]=2)[CH3:13])[C:9]2[C:4](=[CH:5][CH:6]=[CH:7][CH:8]=2)[N:3]=1, predict the reactants needed to synthesize it. The reactants are: Cl[C:2]1[N:11]=[C:10]([N:12]([C:14]2[CH:15]=[N:16][C:17]([O:20][CH3:21])=[CH:18][CH:19]=2)[CH3:13])[C:9]2[C:4](=[CH:5][CH:6]=[CH:7][CH:8]=2)[N:3]=1.[CH3:22][NH2:23].C1COCC1. (2) Given the product [NH2:16][C:12]1[C:11]2[N:17]=[C:18]([CH2:24][CH2:25][CH3:26])[N:19]([CH2:20][CH:21]([CH3:22])[CH3:23])[C:10]=2[C:9]2[CH:8]=[CH:7][C:6]([O:5][CH2:4][CH2:3][CH2:2][NH:1][C:27](=[O:31])[CH:28]([CH3:30])[CH3:29])=[CH:15][C:14]=2[N:13]=1, predict the reactants needed to synthesize it. The reactants are: [NH2:1][CH2:2][CH2:3][CH2:4][O:5][C:6]1[CH:7]=[CH:8][C:9]2[C:10]3[N:19]([CH2:20][CH:21]([CH3:23])[CH3:22])[C:18]([CH2:24][CH2:25][CH3:26])=[N:17][C:11]=3[C:12]([NH2:16])=[N:13][C:14]=2[CH:15]=1.[C:27](Cl)(=[O:31])[CH:28]([CH3:30])[CH3:29].C(=O)([O-])[O-].[Na+].[Na+]. (3) Given the product [OH:28][B:24]1[C:23]2[CH:22]=[CH:21][C:5]([O:6][C:7]3[CH:14]=[CH:13][C:10]([C:11]#[N:12])=[C:9]([N:15]([CH2:17][CH2:18][O:19][CH3:20])[CH3:16])[N:8]=3)=[CH:4][C:3]=2[CH2:26][O:25]1, predict the reactants needed to synthesize it. The reactants are: C([C:3]1[CH:4]=[C:5]([CH:21]=[CH:22][C:23]=1[B:24]1[O:28]C(C)(C)[C:26](C)(C)[O:25]1)[O:6][C:7]1[CH:14]=[CH:13][C:10]([C:11]#[N:12])=[C:9]([N:15]([CH2:17][CH2:18][O:19][CH3:20])[CH3:16])[N:8]=1)=O.[BH4-].[Na+].Cl. (4) Given the product [C:6]([O-:11])(=[O:10])[C:7]([O-:9])=[O:8].[Zr+4:2].[C:6]([O-:11])(=[O:10])[C:7]([O-:9])=[O:8], predict the reactants needed to synthesize it. The reactants are: [OH-].[Zr+4:2].[OH-].[OH-].[OH-].[C:6]([OH:11])(=[O:10])[C:7]([OH:9])=[O:8]. (5) Given the product [CH3:11][S:10][C:4]1[N:3]=[C:2]2[NH:21][N:22]=[CH:8][C:7]2=[CH:6][N:5]=1, predict the reactants needed to synthesize it. The reactants are: Cl[C:2]1[C:7]([CH:8]=O)=[CH:6][N:5]=[C:4]([S:10][CH3:11])[N:3]=1.CCN(C(C)C)C(C)C.[NH2:21][NH2:22].